This data is from Full USPTO retrosynthesis dataset with 1.9M reactions from patents (1976-2016). The task is: Predict the reactants needed to synthesize the given product. (1) Given the product [CH3:31][C:22]1[CH:27]=[CH:26][CH:25]=[CH:24][C:23]=1[NH:28][C:29](=[O:30])[O:14][C:11]1[CH:12]=[C:13]2[C:8]([CH2:7][CH2:6][CH2:5][N:4]2[CH2:1][C:2]#[CH:3])=[CH:9][CH:10]=1, predict the reactants needed to synthesize it. The reactants are: [CH2:1]([N:4]1[C:13]2[C:8](=[CH:9][CH:10]=[C:11]([OH:14])[CH:12]=2)[CH2:7][CH2:6][CH2:5]1)[C:2]#[CH:3].C(N(CC)CC)C.[C:22]1([CH3:31])[C:23]([N:28]=[C:29]=[O:30])=[CH:24][CH:25]=[CH:26][CH:27]=1. (2) The reactants are: F[C:2]1[CH:7]=[C:6]([N+]([O-])=O)[CH:5]=[CH:4][C:3]=1[N:11]1[C@H:15](CC)[CH2:14][O:13]C1C(F)(F)F.FC1C=C([N+]([O-])=O)C=CC=1N(CC(F)(F)F)[C@H](CC)CO.[H-].[Na+]. Given the product [O:13]1[C:2]2[CH:7]=[CH:6][CH:5]=[CH:4][C:3]=2[N:11]=[CH:15][CH2:14]1, predict the reactants needed to synthesize it.